Task: Predict the reaction yield, written as a fraction of the theoretical maximum amount of product (1.0 means a 100% yield; for example, 0.34 means a 34% yield).. Dataset: Reaction yield outcomes from USPTO patents with 853,638 reactions (1) The reactants are [OH:1][C:2]1[CH:3]=[C:4]([CH:8]=[CH:9][CH:10]=1)[C:5](O)=[O:6].[CH3:11][NH2:12]. No catalyst specified. The product is [OH:1][C:2]1[CH:3]=[C:4]([CH:8]=[CH:9][CH:10]=1)[C:5]([NH:12][CH3:11])=[O:6]. The yield is 0.910. (2) The reactants are [CH2:1]([N:5]1[CH:9]=[C:8]([C:10]([O:12][C:13]([CH3:16])([CH3:15])[CH3:14])=[O:11])[N:7]=[N:6]1)[CH2:2][C:3]#[CH:4].I[C:18]1[N:23]=[N:22][C:21]([NH2:24])=[CH:20][CH:19]=1.C(Cl)Cl.CO. The catalyst is C1COCC1.Cl[Pd](Cl)([P](C1C=CC=CC=1)(C1C=CC=CC=1)C1C=CC=CC=1)[P](C1C=CC=CC=1)(C1C=CC=CC=1)C1C=CC=CC=1.[Cu]I. The product is [NH2:24][C:21]1[N:22]=[N:23][C:18]([C:4]#[C:3][CH2:2][CH2:1][N:5]2[CH:9]=[C:8]([C:10]([O:12][C:13]([CH3:16])([CH3:15])[CH3:14])=[O:11])[N:7]=[N:6]2)=[CH:19][CH:20]=1. The yield is 0.840. (3) The yield is 0.540. The product is [CH3:1][O:2][C:3](=[O:38])[C:4]1[CH:9]=[CH:8][C:7]([CH2:10][N:11]2[CH:15]=[C:14]([C:16]3[CH:21]=[CH:20][C:19]([Cl:22])=[CH:18][C:17]=3[Cl:23])[N:13]=[C:12]2[CH2:24][C:25]2[CH:30]=[CH:29][C:28]([C:31]3[CH:32]=[CH:33][C:34]([O:37][C:46]4[CH:47]=[CH:48][C:43]([C:39]([CH3:42])([CH3:41])[CH3:40])=[CH:44][CH:45]=4)=[CH:35][CH:36]=3)=[CH:27][CH:26]=2)=[CH:6][CH:5]=1. No catalyst specified. The reactants are [CH3:1][O:2][C:3](=[O:38])[C:4]1[CH:9]=[CH:8][C:7]([CH2:10][N:11]2[CH:15]=[C:14]([C:16]3[CH:21]=[CH:20][C:19]([Cl:22])=[CH:18][C:17]=3[Cl:23])[N:13]=[C:12]2[CH2:24][C:25]2[CH:30]=[CH:29][C:28]([C:31]3[CH:36]=[CH:35][C:34]([OH:37])=[CH:33][CH:32]=3)=[CH:27][CH:26]=2)=[CH:6][CH:5]=1.[C:39]([C:43]1[CH:48]=[CH:47][C:46](B(O)O)=[CH:45][CH:44]=1)([CH3:42])([CH3:41])[CH3:40]. (4) The reactants are [N:1]1([C:15]([O:17][CH2:18][C:19]2[CH:24]=[CH:23][CH:22]=[CH:21][CH:20]=2)=[O:16])[CH2:6][CH:5]([C:7]([O:9][CH3:10])=[O:8])[CH2:4][CH:3]([C:11]([O:13]C)=[O:12])[CH2:2]1.O[Li].O. The catalyst is O.CO. The product is [CH2:18]([O:17][C:15]([N:1]1[CH2:6][CH:5]([C:7]([O:9][CH3:10])=[O:8])[CH2:4][CH:3]([C:11]([OH:13])=[O:12])[CH2:2]1)=[O:16])[C:19]1[CH:20]=[CH:21][CH:22]=[CH:23][CH:24]=1. The yield is 0.167. (5) The reactants are [CH3:1][O:2][C:3]1[CH:11]=[C:10]2[C:6]([CH2:7][C:8](=[O:12])[NH:9]2)=[CH:5][CH:4]=1.[CH2:13]([N:15]([CH2:30][CH3:31])[CH2:16][CH2:17][CH2:18][NH:19][C:20]([C:22]1[NH:23][C:24]([CH:28]=O)=[CH:25][C:26]=1[CH3:27])=[O:21])[CH3:14]. No catalyst specified. The product is [CH2:30]([N:15]([CH2:13][CH3:14])[CH2:16][CH2:17][CH2:18][NH:19][C:20]([C:22]1[NH:23][C:24]([CH:28]=[C:7]2[C:6]3[C:10](=[CH:11][C:3]([O:2][CH3:1])=[CH:4][CH:5]=3)[NH:9][C:8]2=[O:12])=[CH:25][C:26]=1[CH3:27])=[O:21])[CH3:31]. The yield is 0.310. (6) The reactants are [CH:1]1([N:7]=[C:8]=[N:9][CH:10]2[CH2:15][CH2:14][CH2:13][CH2:12][CH2:11]2)[CH2:6][CH2:5][CH2:4][CH2:3][CH2:2]1.[C:16]([OH:20])([CH3:19])([CH3:18])[CH3:17]. The catalyst is [Cu](Cl)Cl. The product is [C:16]([O:20][C:8](=[N:7][CH:1]1[CH2:2][CH2:3][CH2:4][CH2:5][CH2:6]1)[NH:9][CH:10]1[CH2:15][CH2:14][CH2:13][CH2:12][CH2:11]1)([CH3:19])([CH3:18])[CH3:17]. The yield is 0.740. (7) The reactants are [N:1]1([C:9]([O:11][C:12]([CH3:15])([CH3:14])[CH3:13])=[O:10])[CH2:5][CH2:4][CH:3]2[CH2:6][NH:7][CH2:8][CH:2]12.I[C:17]1[CH:18]=[CH:19][CH:20]=[C:21]2[C:26]=1[N:25]=[CH:24][C:23]([S:27]([C:30]1[CH:35]=[CH:34][CH:33]=[C:32]([C:36]([F:39])([F:38])[F:37])[CH:31]=1)(=[O:29])=[O:28])=[CH:22]2. No catalyst specified. The product is [F:39][C:36]([F:37])([F:38])[C:32]1[CH:31]=[C:30]([S:27]([C:23]2[CH:24]=[N:25][C:26]3[C:21]([CH:22]=2)=[CH:20][CH:19]=[CH:18][C:17]=3[N:7]2[CH2:6][CH:3]3[CH:2]([N:1]([C:9]([O:11][C:12]([CH3:15])([CH3:14])[CH3:13])=[O:10])[CH2:5][CH2:4]3)[CH2:8]2)(=[O:29])=[O:28])[CH:35]=[CH:34][CH:33]=1. The yield is 0.560. (8) The reactants are [CH3:1][C:2]([C:5]([NH2:7])=[NH:6])([CH3:4])[CH3:3].Cl.[O-]CC.[Na+].C([O:15][CH:16]=[C:17]([C:23](OCC)=O)[C:18]([O:20][CH2:21][CH3:22])=[O:19])C. The catalyst is C(O)C. The product is [C:2]([C:5]1[N:7]=[C:16]([OH:15])[C:17]([C:18]([O:20][CH2:21][CH3:22])=[O:19])=[CH:23][N:6]=1)([CH3:4])([CH3:3])[CH3:1]. The yield is 0.360.